This data is from Full USPTO retrosynthesis dataset with 1.9M reactions from patents (1976-2016). The task is: Predict the reactants needed to synthesize the given product. (1) The reactants are: [CH:1]1([C:6]([C:13]2[S:14][C:15]([Si](C)(C)C)=[CH:16][CH:17]=2)([CH3:12])[C:7]([O:9][CH2:10][CH3:11])=[O:8])[CH2:5][CH2:4][CH2:3][CH2:2]1.[F-].C([N+](CCCC)(CCCC)CCCC)CCC.O. Given the product [CH:1]1([C:6]([C:13]2[S:14][CH:15]=[CH:16][CH:17]=2)([CH3:12])[C:7]([O:9][CH2:10][CH3:11])=[O:8])[CH2:5][CH2:4][CH2:3][CH2:2]1, predict the reactants needed to synthesize it. (2) Given the product [Cl:19][CH2:18][O:17][C:16]([O:14][CH2:13][CH2:12][CH2:11][CH2:10][CH2:9][CH2:8][NH:7][C:6](=[O:15])[O:5][C:1]([CH3:4])([CH3:2])[CH3:3])=[O:20], predict the reactants needed to synthesize it. The reactants are: [C:1]([O:5][C:6](=[O:15])[NH:7][CH2:8][CH2:9][CH2:10][CH2:11][CH2:12][CH2:13][OH:14])([CH3:4])([CH3:3])[CH3:2].[C:16](Cl)(=[O:20])[O:17][CH2:18][Cl:19].N1C=CC=CC=1. (3) Given the product [CH3:19][CH:20]([CH2:25][CH2:26][CH2:27][CH3:28])[C:21](=[O:22])[CH2:1][P:2](=[O:7])([O:5][CH3:6])[O:3][CH3:4], predict the reactants needed to synthesize it. The reactants are: [CH3:1][P:2](=[O:7])([O:5][CH3:6])[O:3][CH3:4].C([Li])CCC.CCCCCC.[CH3:19][CH:20]([CH2:25][CH2:26][CH2:27][CH3:28])[C:21](OC)=[O:22].[Cl-].[NH4+]. (4) Given the product [F:32][C:26]1[CH:27]=[CH:28][CH:29]=[C:30]([F:31])[C:25]=1[NH:24][C:22](=[O:23])[C:21]1[CH:33]=[C:17]([C:9]2[N:10]=[C:11]3[CH:16]=[CH:15][CH:14]=[CH:13][N:12]3[C:8]=2[C:6]2[CH:5]=[CH:4][N:3]=[C:2]([NH:44][C:42]3[CH:43]=[C:38]([CH3:37])[C:39]([N:48]4[CH2:53][CH2:52][N:51]([CH2:54][CH2:55][S:56]([CH3:59])(=[O:58])=[O:57])[CH2:50][CH2:49]4)=[CH:40][C:41]=3[O:45][CH2:46][CH3:47])[N:7]=2)[CH:18]=[CH:19][C:20]=1[O:34][CH2:35][CH3:36], predict the reactants needed to synthesize it. The reactants are: Cl[C:2]1[N:7]=[C:6]([C:8]2[N:12]3[CH:13]=[CH:14][CH:15]=[CH:16][C:11]3=[N:10][C:9]=2[C:17]2[CH:18]=[CH:19][C:20]([O:34][CH2:35][CH3:36])=[C:21]([CH:33]=2)[C:22]([NH:24][C:25]2[C:30]([F:31])=[CH:29][CH:28]=[CH:27][C:26]=2[F:32])=[O:23])[CH:5]=[CH:4][N:3]=1.[CH3:37][C:38]1[C:39]([N:48]2[CH2:53][CH2:52][N:51]([CH2:54][CH2:55][S:56]([CH3:59])(=[O:58])=[O:57])[CH2:50][CH2:49]2)=[CH:40][C:41]([O:45][CH2:46][CH3:47])=[C:42]([NH2:44])[CH:43]=1.C1(C)C=CC(S(O)(=O)=O)=CC=1.C[O-].[Na+]. (5) Given the product [C:23]([O:9][C:8]([C:6]1[CH:5]=[CH:4][CH:3]=[C:2]([Br:1])[N:7]=1)=[O:10])([CH3:25])([CH3:24])[CH3:22], predict the reactants needed to synthesize it. The reactants are: [Br:1][C:2]1[N:7]=[C:6]([C:8]([OH:10])=[O:9])[CH:5]=[CH:4][CH:3]=1.N1C=CC=CC=1.S(Cl)(C1C=[CH:25][C:23]([CH3:24])=[CH:22]C=1)(=O)=O. (6) Given the product [ClH:1].[Cl:1][C:2]1[CH:3]=[CH:4][C:5]([CH2:6][N:7]2[C:16]3[C:11](=[CH:12][CH:13]=[CH:14][C:15]=3[C:17]([NH:19][C@H:20]([C:22]3[CH:23]=[CH:24][C:25]([C:26]([OH:28])=[O:27])=[CH:30][CH:31]=3)[CH3:21])=[O:18])[CH2:10][CH2:9][CH2:8]2)=[CH:32][CH:33]=1, predict the reactants needed to synthesize it. The reactants are: [Cl:1][C:2]1[CH:33]=[CH:32][C:5]([CH2:6][N:7]2[C:16]3[C:11](=[CH:12][CH:13]=[CH:14][C:15]=3[C:17]([NH:19][C@H:20]([C:22]3[CH:31]=[CH:30][C:25]([C:26]([O:28]C)=[O:27])=[CH:24][CH:23]=3)[CH3:21])=[O:18])[CH2:10][CH2:9][CH2:8]2)=[CH:4][CH:3]=1.[OH-].[Na+].Cl.